Dataset: Full USPTO retrosynthesis dataset with 1.9M reactions from patents (1976-2016). Task: Predict the reactants needed to synthesize the given product. (1) Given the product [ClH:1].[ClH:30].[ClH:1].[Cl:30][C:31]1[CH:36]=[C:35]([C:2]2[N:3]=[C:4]3[C:9](=[CH:10][CH:11]=2)[N:8]=[CH:7][C:6]([C:12](=[O:14])[CH3:13])=[C:5]3[NH:15][C@H:16]2[CH2:17][CH2:18][C@H:19]([CH2:22][N:23]3[CH2:28][CH2:27][N:26]([CH3:29])[CH2:25][CH2:24]3)[CH2:20][CH2:21]2)[CH:34]=[C:33]([F:46])[C:32]=1[OH:47], predict the reactants needed to synthesize it. The reactants are: [Cl:1][C:2]1[N:3]=[C:4]2[C:9](=[CH:10][CH:11]=1)[N:8]=[CH:7][C:6]([C:12](=[O:14])[CH3:13])=[C:5]2[NH:15][CH:16]1[CH2:21][CH2:20][CH:19]([CH2:22][N:23]2[CH2:28][CH2:27][N:26]([CH3:29])[CH2:25][CH2:24]2)[CH2:18][CH2:17]1.[Cl:30][C:31]1[CH:36]=[C:35](B2OC(C)(C)C(C)(C)O2)[CH:34]=[C:33]([F:46])[C:32]=1[OH:47]. (2) Given the product [C:1]([O:5][C:6](=[O:23])[NH:7][C:8]1[CH:13]=[C:12]([CH:14]2[CH2:25][CH2:15]2)[C:11]([C:16]([F:18])([F:19])[F:17])=[CH:10][C:9]=1[N+:20]([O-:22])=[O:21])([CH3:2])([CH3:3])[CH3:4], predict the reactants needed to synthesize it. The reactants are: [C:1]([O:5][C:6](=[O:23])[NH:7][C:8]1[CH:13]=[C:12]([CH:14]=[CH2:15])[C:11]([C:16]([F:19])([F:18])[F:17])=[CH:10][C:9]=1[N+:20]([O-:22])=[O:21])([CH3:4])([CH3:3])[CH3:2].[I-].[CH3:25][S+](C)(C)=O. (3) Given the product [Cl:1][C:2]1[CH:3]=[CH:4][C:5]([O:28][CH2:48][C:49]([O:51][C:52]([CH3:55])([CH3:54])[CH3:53])=[O:50])=[C:6](/[CH:7]=[C:8]2\[CH2:14][NH:13][C:12](=[O:15])[CH2:11][N:10]([S:16]([C:19]3[CH:24]=[CH:23][C:22]([Cl:25])=[CH:21][CH:20]=3)(=[O:18])=[O:17])[C:9]\2=[O:26])[CH:27]=1, predict the reactants needed to synthesize it. The reactants are: [Cl:1][C:2]1[CH:3]=[CH:4][C:5]([OH:28])=[C:6]([CH:27]=1)/[CH:7]=[C:8]1/[C:9](=[O:26])[N:10]([S:16]([C:19]2[CH:24]=[CH:23][C:22]([Cl:25])=[CH:21][CH:20]=2)(=[O:18])=[O:17])[CH2:11][C:12](=[O:15])[NH:13][CH2:14]/1.ClC1C=CC(S(N)(=O)=O)=CC=1.C(=O)([O-])O.[Na+].[I-].[Na+].Br[CH2:48][C:49]([O:51][C:52]([CH3:55])([CH3:54])[CH3:53])=[O:50]. (4) The reactants are: [CH3:1][O:2][C:3]1[C:8]([CH:9]=[N:10][OH:11])=[C:7]([O:12][CH3:13])[N:6]=[CH:5][N:4]=1.N#N.[CH3:16][C:17]#[N:18]. Given the product [CH3:1][O:2][C:3]1[C:8]([C:9]2[N:18]=[C:17]([CH3:16])[O:11][N:10]=2)=[C:7]([O:12][CH3:13])[N:6]=[CH:5][N:4]=1, predict the reactants needed to synthesize it. (5) Given the product [Br:13][C:14]1[C:15]([O:10][CH2:9][C:8]2[CH:11]=[CH:12][C:5]([O:4][CH3:3])=[CH:6][CH:7]=2)=[N:16][CH:17]=[CH:18][CH:19]=1, predict the reactants needed to synthesize it. The reactants are: [H-].[Na+].[CH3:3][O:4][C:5]1[CH:12]=[CH:11][C:8]([CH2:9][OH:10])=[CH:7][CH:6]=1.[Br:13][C:14]1[C:15](Cl)=[N:16][CH:17]=[CH:18][CH:19]=1. (6) Given the product [CH3:21][C@H:16]1[N:15]([C:3]2[N:2]([CH3:1])[C:7](=[O:8])[CH:6]=[C:5]([C:9]3[CH:14]=[CH:13][N:12]=[CH:11][N:10]=3)[N:4]=2)[CH2:20][CH2:19][N:18]([C:23]2[CH:30]=[CH:29][C:26]([C:27]#[N:28])=[CH:25][CH:24]=2)[CH2:17]1, predict the reactants needed to synthesize it. The reactants are: [CH3:1][N:2]1[C:7](=[O:8])[CH:6]=[C:5]([C:9]2[CH:14]=[CH:13][N:12]=[CH:11][N:10]=2)[N:4]=[C:3]1[N:15]1[CH2:20][CH2:19][NH:18][CH2:17][C@H:16]1[CH3:21].F[C:23]1[CH:30]=[CH:29][C:26]([C:27]#[N:28])=[CH:25][CH:24]=1.C(=O)([O-])[O-].[K+].[K+].